Task: Predict the product of the given reaction.. Dataset: Forward reaction prediction with 1.9M reactions from USPTO patents (1976-2016) (1) Given the reactants [H-].[H-].[H-].[H-].[Li+].[Al+3].C[O:8][C:9]([C:11]1[CH:20]=[CH:19][C:18]2[CH:17]([N:21]=[N+]=[N-])[CH2:16][CH2:15][CH2:14][C:13]=2[CH:12]=1)=O, predict the reaction product. The product is: [NH2:21][CH:17]1[CH2:16][CH2:15][CH2:14][C:13]2[CH:12]=[C:11]([CH2:9][OH:8])[CH:20]=[CH:19][C:18]1=2. (2) The product is: [CH3:24][O:25][CH:26]1[CH2:31][CH2:30][N:29]([CH2:32][C:33]2[CH:34]=[CH:35][C:36]([NH:37]/[C:4](=[C:11]3\[C:12](=[O:23])[NH:13][C:14]4[C:15]\3=[CH:16][C:17]([N+:20]([O-:22])=[O:21])=[CH:18][CH:19]=4)/[C:5]3[CH:10]=[CH:9][CH:8]=[CH:7][CH:6]=3)=[CH:38][CH:39]=2)[CH2:28][CH2:27]1. Given the reactants C(O[C:4](=[C:11]1[C:19]2[C:14](=[CH:15][CH:16]=[C:17]([N+:20]([O-:22])=[O:21])[CH:18]=2)[NH:13][C:12]1=[O:23])[C:5]1[CH:10]=[CH:9][CH:8]=[CH:7][CH:6]=1)C.[CH3:24][O:25][CH:26]1[CH2:31][CH2:30][N:29]([CH2:32][C:33]2[CH:39]=[CH:38][C:36]([NH2:37])=[CH:35][CH:34]=2)[CH2:28][CH2:27]1, predict the reaction product. (3) Given the reactants [Cl:1][C:2]1[CH:7]=[C:6]([NH:8][S:9]([C:12]2[CH:17]=[CH:16][C:15]([C:18]3[O:19][C:20]([CH3:23])=[CH:21][CH:22]=3)=[CH:14][CH:13]=2)(=[O:11])=[O:10])[CH:5]=[CH:4][N:3]=1.[CH3:24][C@H:25]1[CH2:30][NH:29][CH2:28][C@@H:27]([CH3:31])[NH:26]1.CC(C)([O-])C.[Na+].C1(P(C2CCCCC2)C2C=CC=CC=2C2C=CC=CC=2N(C)C)CCCCC1, predict the reaction product. The product is: [ClH:1].[CH3:24][C@H:25]1[NH:26][C@@H:27]([CH3:31])[CH2:28][N:29]([C:2]2[CH:7]=[C:6]([NH:8][S:9]([C:12]3[CH:13]=[CH:14][C:15]([C:18]4[O:19][C:20]([CH3:23])=[CH:21][CH:22]=4)=[CH:16][CH:17]=3)(=[O:10])=[O:11])[CH:5]=[CH:4][N:3]=2)[CH2:30]1. (4) Given the reactants [F:1][C:2]1[CH:7]=[C:6]([CH2:8][C:9]2[C:14](=[O:15])[NH:13][C:12]([CH3:16])=[N:11][C:10]=2[CH2:17][CH2:18][CH3:19])[CH:5]=[CH:4][C:3]=1[C:20]1[C:21]([C:26]#[N:27])=[CH:22][CH:23]=[CH:24][CH:25]=1.[CH:28]([O:31][C:32]1[CH:37]=[CH:36][C:35](B(O)O)=[CH:34][CH:33]=1)([CH3:30])[CH3:29].N1C=CC=CC=1.C(N(CC)CC)C, predict the reaction product. The product is: [F:1][C:2]1[CH:7]=[C:6]([CH2:8][C:9]2[C:14](=[O:15])[N:13]([C:35]3[CH:36]=[CH:37][C:32]([O:31][CH:28]([CH3:30])[CH3:29])=[CH:33][CH:34]=3)[C:12]([CH3:16])=[N:11][C:10]=2[CH2:17][CH2:18][CH3:19])[CH:5]=[CH:4][C:3]=1[C:20]1[C:21]([C:26]#[N:27])=[CH:22][CH:23]=[CH:24][CH:25]=1. (5) Given the reactants Cl.[CH3:2][O:3][C:4](=[O:10])[C@H:5]([C@@H:7]([CH3:9])[OH:8])[NH2:6].C(N(CC)CC)C.[C:18](Cl)(=[O:25])[C:19]1[CH:24]=[CH:23][CH:22]=[CH:21][CH:20]=1, predict the reaction product. The product is: [CH3:2][O:3][C:4](=[O:10])[C@H:5]([C@@H:7]([CH3:9])[OH:8])[NH:6][C:18](=[O:25])[C:19]1[CH:24]=[CH:23][CH:22]=[CH:21][CH:20]=1.